Regression. Given two drug SMILES strings and cell line genomic features, predict the synergy score measuring deviation from expected non-interaction effect. From a dataset of NCI-60 drug combinations with 297,098 pairs across 59 cell lines. (1) Drug 1: C(=O)(N)NO. Drug 2: C1=NC2=C(N=C(N=C2N1C3C(C(C(O3)CO)O)F)Cl)N. Cell line: IGROV1. Synergy scores: CSS=1.52, Synergy_ZIP=-1.64, Synergy_Bliss=-0.873, Synergy_Loewe=-0.696, Synergy_HSA=-0.0575. (2) Drug 2: CC(C)(C#N)C1=CC(=CC(=C1)CN2C=NC=N2)C(C)(C)C#N. Synergy scores: CSS=65.6, Synergy_ZIP=-0.109, Synergy_Bliss=-1.41, Synergy_Loewe=-5.45, Synergy_HSA=-2.15. Cell line: MOLT-4. Drug 1: COC1=NC(=NC2=C1N=CN2C3C(C(C(O3)CO)O)O)N. (3) Drug 1: C1=CC=C(C=C1)NC(=O)CCCCCCC(=O)NO. Drug 2: C(CC(=O)O)C(=O)CN.Cl. Cell line: HCT116. Synergy scores: CSS=28.0, Synergy_ZIP=-7.13, Synergy_Bliss=-3.48, Synergy_Loewe=-14.1, Synergy_HSA=-6.52. (4) Drug 1: CCC1(CC2CC(C3=C(CCN(C2)C1)C4=CC=CC=C4N3)(C5=C(C=C6C(=C5)C78CCN9C7C(C=CC9)(C(C(C8N6C)(C(=O)OC)O)OC(=O)C)CC)OC)C(=O)OC)O.OS(=O)(=O)O. Drug 2: C(CC(=O)O)C(=O)CN.Cl. Cell line: MALME-3M. Synergy scores: CSS=8.64, Synergy_ZIP=-4.61, Synergy_Bliss=1.76, Synergy_Loewe=0.399, Synergy_HSA=1.80. (5) Drug 1: CN(C)N=NC1=C(NC=N1)C(=O)N. Drug 2: CC(C1=C(C=CC(=C1Cl)F)Cl)OC2=C(N=CC(=C2)C3=CN(N=C3)C4CCNCC4)N. Cell line: MALME-3M. Synergy scores: CSS=2.18, Synergy_ZIP=0.232, Synergy_Bliss=3.76, Synergy_Loewe=-3.59, Synergy_HSA=0.883. (6) Drug 1: CS(=O)(=O)C1=CC(=C(C=C1)C(=O)NC2=CC(=C(C=C2)Cl)C3=CC=CC=N3)Cl. Drug 2: C(=O)(N)NO. Cell line: KM12. Synergy scores: CSS=25.1, Synergy_ZIP=-4.64, Synergy_Bliss=1.00, Synergy_Loewe=2.05, Synergy_HSA=3.84. (7) Drug 1: CC1CCC2CC(C(=CC=CC=CC(CC(C(=O)C(C(C(=CC(C(=O)CC(OC(=O)C3CCCCN3C(=O)C(=O)C1(O2)O)C(C)CC4CCC(C(C4)OC)O)C)C)O)OC)C)C)C)OC. Drug 2: C1CCC(C(C1)N)N.C(=O)(C(=O)[O-])[O-].[Pt+4]. Cell line: UO-31. Synergy scores: CSS=44.2, Synergy_ZIP=-3.98, Synergy_Bliss=-2.17, Synergy_Loewe=-27.8, Synergy_HSA=-0.894. (8) Drug 1: C1=CC(=C2C(=C1NCCNCCO)C(=O)C3=C(C=CC(=C3C2=O)O)O)NCCNCCO. Synergy scores: CSS=37.1, Synergy_ZIP=-5.27, Synergy_Bliss=-4.03, Synergy_Loewe=-14.4, Synergy_HSA=-1.96. Cell line: SW-620. Drug 2: C1=CC(=CC=C1CC(C(=O)O)N)N(CCCl)CCCl.Cl.